The task is: Predict the reactants needed to synthesize the given product.. This data is from Full USPTO retrosynthesis dataset with 1.9M reactions from patents (1976-2016). (1) Given the product [C:1]([O:5][C:6](=[O:15])[N:7]([C:8]1[CH:9]=[CH:10][C:11]([F:14])=[CH:12][CH:13]=1)[CH2:19][C:20]1[CH:25]=[CH:24][CH:23]=[C:22]([I:26])[CH:21]=1)([CH3:4])([CH3:2])[CH3:3], predict the reactants needed to synthesize it. The reactants are: [C:1]([O:5][C:6](=[O:15])[NH:7][C:8]1[CH:13]=[CH:12][C:11]([F:14])=[CH:10][CH:9]=1)([CH3:4])([CH3:3])[CH3:2].[H-].[Na+].Br[CH2:19][C:20]1[CH:25]=[CH:24][CH:23]=[C:22]([I:26])[CH:21]=1. (2) Given the product [Cl:19][C:20]1[N:21]=[CH:22][C:23]2[C:24](=[O:26])[O:25][CH:1]([CH2:2][CH3:7])[C:27]=2[CH:28]=1, predict the reactants needed to synthesize it. The reactants are: [CH3:1][C:2]1(C)[CH2:7]CCC(C)(C)N1.C(=O)=O.[Li]CCCC.[Cl:19][C:20]1[CH:28]=[CH:27][C:23]([C:24]([OH:26])=[O:25])=[CH:22][N:21]=1.C(=O)CC.